From a dataset of NCI-60 drug combinations with 297,098 pairs across 59 cell lines. Regression. Given two drug SMILES strings and cell line genomic features, predict the synergy score measuring deviation from expected non-interaction effect. (1) Drug 1: CS(=O)(=O)C1=CC(=C(C=C1)C(=O)NC2=CC(=C(C=C2)Cl)C3=CC=CC=N3)Cl. Drug 2: CN1C(=O)N2C=NC(=C2N=N1)C(=O)N. Cell line: SNB-19. Synergy scores: CSS=-2.94, Synergy_ZIP=0.925, Synergy_Bliss=-1.09, Synergy_Loewe=-4.70, Synergy_HSA=-3.14. (2) Drug 1: CC12CCC3C(C1CCC2=O)CC(=C)C4=CC(=O)C=CC34C. Drug 2: CC1=CC=C(C=C1)C2=CC(=NN2C3=CC=C(C=C3)S(=O)(=O)N)C(F)(F)F. Cell line: SR. Synergy scores: CSS=36.1, Synergy_ZIP=-1.07, Synergy_Bliss=-4.65, Synergy_Loewe=-10.2, Synergy_HSA=-3.57. (3) Drug 1: C1CN1C2=NC(=NC(=N2)N3CC3)N4CC4. Drug 2: C1CC(=O)NC(=O)C1N2CC3=C(C2=O)C=CC=C3N. Cell line: HT29. Synergy scores: CSS=38.5, Synergy_ZIP=-8.13, Synergy_Bliss=-2.73, Synergy_Loewe=-4.10, Synergy_HSA=-1.70. (4) Drug 1: CC12CCC(CC1=CCC3C2CCC4(C3CC=C4C5=CN=CC=C5)C)O. Drug 2: CCC1=C2CN3C(=CC4=C(C3=O)COC(=O)C4(CC)O)C2=NC5=C1C=C(C=C5)O. Cell line: HCT-15. Synergy scores: CSS=38.4, Synergy_ZIP=-1.11, Synergy_Bliss=0.565, Synergy_Loewe=-15.5, Synergy_HSA=-0.536. (5) Drug 2: C1=CC(=CC=C1CCCC(=O)O)N(CCCl)CCCl. Cell line: PC-3. Drug 1: C1=CC(=CC=C1CCC2=CNC3=C2C(=O)NC(=N3)N)C(=O)NC(CCC(=O)O)C(=O)O. Synergy scores: CSS=43.8, Synergy_ZIP=-10.4, Synergy_Bliss=-13.0, Synergy_Loewe=-10.3, Synergy_HSA=-8.17. (6) Synergy scores: CSS=52.2, Synergy_ZIP=0.690, Synergy_Bliss=0.805, Synergy_Loewe=6.35, Synergy_HSA=8.54. Drug 1: C1=CN(C(=O)N=C1N)C2C(C(C(O2)CO)O)O.Cl. Cell line: SW-620. Drug 2: C1CCC(C(C1)N)N.C(=O)(C(=O)[O-])[O-].[Pt+4]. (7) Drug 1: C1=CC(=CC=C1CC(C(=O)O)N)N(CCCl)CCCl.Cl. Drug 2: CC1=C(C(=CC=C1)Cl)NC(=O)C2=CN=C(S2)NC3=CC(=NC(=N3)C)N4CCN(CC4)CCO. Cell line: HT29. Synergy scores: CSS=38.7, Synergy_ZIP=-0.395, Synergy_Bliss=3.41, Synergy_Loewe=-3.62, Synergy_HSA=0.854.